This data is from Reaction yield outcomes from USPTO patents with 853,638 reactions. The task is: Predict the reaction yield, written as a fraction of the theoretical maximum amount of product (1.0 means a 100% yield; for example, 0.34 means a 34% yield). (1) The reactants are [CH3:1][C:2]1[C:7](=[O:8])[NH:6][C:5](=[O:9])[N:4]2[CH:10]=[C:11]([C:13]([OH:15])=O)[S:12][C:3]=12.O.ON1C2C=CC=CC=2N=N1.Cl.CN(C)CCCN=C=NCC.[CH3:39][O:40][C:41]1[CH:48]=[CH:47][C:44]([CH2:45][NH2:46])=[CH:43][CH:42]=1. The catalyst is CN(C)C=O. The product is [CH3:39][O:40][C:41]1[CH:48]=[CH:47][C:44]([CH2:45][NH:46][C:13]([C:11]2[S:12][C:3]3[N:4]([C:5](=[O:9])[NH:6][C:7](=[O:8])[C:2]=3[CH3:1])[CH:10]=2)=[O:15])=[CH:43][CH:42]=1. The yield is 0.770. (2) The reactants are [NH2:1][C:2]1[S:3][CH:4]=[N:5][N:6]=1.[CH2:7]([C:11]1[CH:16]=[CH:15][C:14]([S:17](Cl)(=[O:19])=[O:18])=[CH:13][CH:12]=1)[CH2:8][CH2:9][CH3:10].O. The catalyst is N1C=CC=CC=1. The product is [CH2:7]([C:11]1[CH:16]=[CH:15][C:14]([S:17]([NH:1][C:2]2[S:3][CH:4]=[N:5][N:6]=2)(=[O:19])=[O:18])=[CH:13][CH:12]=1)[CH2:8][CH2:9][CH3:10]. The yield is 0.590. (3) The reactants are [Cl:1][C:2]1[C:3]([O:29][C:30]2[C:35]([C:36]3[CH:41]=[CH:40][N:39]=[N:38][CH:37]=3)=[CH:34][C:33]([C:42]3[CH:47]=[CH:46][CH:45]=[C:44]([C:48]([F:51])([F:50])[F:49])[CH:43]=3)=[C:32]([Cl:52])[CH:31]=2)=[CH:4][C:5]([F:28])=[C:6]([S:8]([N:11](CC2C=CC(OC)=CC=2OC)[C:12]2[S:13][CH:14]=[N:15][N:16]=2)(=[O:10])=[O:9])[CH:7]=1.FC(F)(F)C(O)=O.CO. The catalyst is ClCCl. The product is [Cl:1][C:2]1[C:3]([O:29][C:30]2[C:35]([C:36]3[CH:41]=[CH:40][N:39]=[N:38][CH:37]=3)=[CH:34][C:33]([C:42]3[CH:47]=[CH:46][CH:45]=[C:44]([C:48]([F:51])([F:49])[F:50])[CH:43]=3)=[C:32]([Cl:52])[CH:31]=2)=[CH:4][C:5]([F:28])=[C:6]([S:8]([NH:11][C:12]2[S:13][CH:14]=[N:15][N:16]=2)(=[O:10])=[O:9])[CH:7]=1. The yield is 0.250. (4) The reactants are C[O:2][C:3]([C:5]1[CH:10]=[CH:9][N:8]=[C:7]([C:11]2[N:12]=[CH:13][N:14]([CH3:17])[C:15]=2Br)[CH:6]=1)=[O:4].[CH:18]1([CH2:21][O:22][C:23]2[CH:28]=[C:27]([F:29])[C:26]([F:30])=[CH:25][C:24]=2B2OC(C)(C)C(C)(C)O2)[CH2:20][CH2:19]1. No catalyst specified. The product is [CH:18]1([CH2:21][O:22][C:23]2[CH:28]=[C:27]([F:29])[C:26]([F:30])=[CH:25][C:24]=2[C:15]2[N:14]([CH3:17])[CH:13]=[N:12][C:11]=2[C:7]2[CH:6]=[C:5]([C:3]([OH:2])=[O:4])[CH:10]=[CH:9][N:8]=2)[CH2:19][CH2:20]1. The yield is 0.0500. (5) The catalyst is CCO. The yield is 0.340. The product is [CH2:1]([NH:8][CH2:17][C:14]1[CH:13]=[CH:12][C:11]([O:10][CH3:9])=[CH:16][CH:15]=1)[CH2:2][CH2:3][CH2:4][CH2:5][CH:6]=[CH2:7]. The reactants are [CH2:1]([NH2:8])[CH2:2][CH2:3][CH2:4][CH2:5][CH:6]=[CH2:7].[CH3:9][O:10][C:11]1[CH:12]=[CH:13][C:14]([CH:17]=O)=[CH:15][CH:16]=1.[BH4-].[Na+]. (6) The reactants are C(O[C:6]([N:8]1[C:20]2[C:11](=[C:12]3[C:17](=[C:18]([OH:21])[CH:19]=2)[N:16]=[CH:15][CH:14]=[CH:13]3)[CH:10]([CH2:22][Cl:23])[CH2:9]1)=[O:7])(C)(C)C.Cl.[CH3:25][O:26][C:27]1[CH:28]=[C:29]2[C:33](=[C:34]([O:38][CH3:39])[C:35]=1[O:36][CH3:37])[NH:32][C:31](C(O)=O)=[CH:30]2.CCN=C=NCCCN(C)C.P([O-])([O-])([O-])=O. The catalyst is O1CCOCC1.CC(N(C)C)=O. The product is [Cl:23][CH2:22][CH:10]1[C:11]2=[C:12]3[C:17](=[C:18]([OH:21])[CH:19]=[C:20]2[N:8]([C:6]([C:31]2[NH:32][C:33]4[C:29]([CH:30]=2)=[CH:28][C:27]([O:26][CH3:25])=[C:35]([O:36][CH3:37])[C:34]=4[O:38][CH3:39])=[O:7])[CH2:9]1)[N:16]=[CH:15][CH:14]=[CH:13]3. The yield is 0.0900.